From a dataset of NCI-60 drug combinations with 297,098 pairs across 59 cell lines. Regression. Given two drug SMILES strings and cell line genomic features, predict the synergy score measuring deviation from expected non-interaction effect. Drug 1: CC1OCC2C(O1)C(C(C(O2)OC3C4COC(=O)C4C(C5=CC6=C(C=C35)OCO6)C7=CC(=C(C(=C7)OC)O)OC)O)O. Drug 2: C1=CC(=CC=C1CCCC(=O)O)N(CCCl)CCCl. Cell line: HOP-62. Synergy scores: CSS=55.7, Synergy_ZIP=2.75, Synergy_Bliss=1.19, Synergy_Loewe=-2.03, Synergy_HSA=3.90.